This data is from Forward reaction prediction with 1.9M reactions from USPTO patents (1976-2016). The task is: Predict the product of the given reaction. (1) Given the reactants [Cl:1][C:2]1[CH:11]=[CH:10][CH:9]=[C:8]2[C:3]=1[C:4]([OH:20])=[C:5]([C:15](OCC)=[O:16])[C:6](=[O:14])[C:7]2([CH3:13])[CH3:12].Cl.[C:22]([O:26][C:27](=[O:30])[CH2:28][NH2:29])([CH3:25])([CH3:24])[CH3:23].CCN(C(C)C)C(C)C, predict the reaction product. The product is: [Cl:1][C:2]1[CH:11]=[CH:10][CH:9]=[C:8]2[C:3]=1[C:4]([OH:20])=[C:5]([C:15]([NH:29][CH2:28][C:27]([O:26][C:22]([CH3:25])([CH3:24])[CH3:23])=[O:30])=[O:16])[C:6](=[O:14])[C:7]2([CH3:13])[CH3:12]. (2) Given the reactants [S:1]1[C:5]2[CH:6]=[CH:7][CH:8]=[CH:9][C:4]=2[N:3]=[C:2]1[C:10]1[C:11]([O:20][C@H:21]2[CH2:54][N:24]3[C:25](=[O:53])[C@@H:26]([NH:45][C:46]([O:48][C:49]([CH3:52])([CH3:51])[CH3:50])=[O:47])[CH2:27][CH2:28][CH2:29][CH2:30][CH2:31][C:32]([F:44])([F:43])[CH2:33][C@@H:34]4[CH2:39][C@@:35]4([C:40](O)=[O:41])[NH:36][C:37](=[O:38])[C@@H:23]3[CH2:22]2)=[N:12][C:13]2[C:18]([N:19]=1)=[CH:17][CH:16]=[CH:15][CH:14]=2.C1N=CN(C(N2C=NC=C2)=O)C=1.[CH:67]1([S:70]([NH2:73])(=[O:72])=[O:71])[CH2:69][CH2:68]1.C1CCN2C(=NCCC2)CC1.Cl, predict the reaction product. The product is: [S:1]1[C:5]2[CH:6]=[CH:7][CH:8]=[CH:9][C:4]=2[N:3]=[C:2]1[C:10]1[C:11]([O:20][C@H:21]2[CH2:54][N:24]3[C:25](=[O:53])[C@@H:26]([NH:45][C:46](=[O:47])[O:48][C:49]([CH3:51])([CH3:52])[CH3:50])[CH2:27][CH2:28][CH2:29][CH2:30][CH2:31][C:32]([F:44])([F:43])[CH2:33][C@@H:34]4[CH2:39][C@@:35]4([C:40](=[O:41])[NH:73][S:70]([CH:67]4[CH2:69][CH2:68]4)(=[O:72])=[O:71])[NH:36][C:37](=[O:38])[C@@H:23]3[CH2:22]2)=[N:12][C:13]2[C:18]([N:19]=1)=[CH:17][CH:16]=[CH:15][CH:14]=2. (3) Given the reactants [CH3:1][CH2:2][O:3][C:4]([C@@H:6]([NH:15][C@H:16]([C:18]([N:20]1[C@H:27]([C:28]([OH:30])=[O:29])[CH2:26][C@H:25]2[C@@H:21]1[CH2:22][CH2:23][CH2:24]2)=[O:19])[CH3:17])[CH2:7][CH2:8][C:9]1[CH:10]=[CH:11][CH:12]=[CH:13][CH:14]=1)=[O:5].[NH3:31], predict the reaction product. The product is: [CH3:1][CH2:2][O:3][C:4]([C@@H:6]([NH:15][C@H:16]([C:18]([N:20]1[C@H:27]([C:28]([OH:30])=[O:29])[CH2:26][C@H:25]2[C@@H:21]1[CH2:22][CH2:23][CH2:24]2)=[O:19])[CH3:17])[CH2:7][CH2:8][C:9]1[CH:14]=[CH:13][CH:12]=[CH:11][CH:10]=1)=[O:5].[NH3:31]. (4) Given the reactants [CH:1]1([C:4]2[NH:8][N:7]=[C:6]([NH:9][C:10]3[C:15]([N+:16]([O-:18])=[O:17])=[CH:14][C:13]([F:19])=[C:12](F)[C:11]=3[F:21])[CH:5]=2)[CH2:3][CH2:2]1.[F:22][C:23]1[CH:28]=[CH:27][C:26]([C@@H:29]([NH2:31])[CH3:30])=[CH:25][CH:24]=1.CCN(C(C)C)C(C)C, predict the reaction product. The product is: [CH:1]1([C:4]2[NH:8][N:7]=[C:6]([NH:9][C:10]3[C:15]([N+:16]([O-:18])=[O:17])=[CH:14][C:13]([F:19])=[C:12]([NH:31][C@H:29]([C:26]4[CH:27]=[CH:28][C:23]([F:22])=[CH:24][CH:25]=4)[CH3:30])[C:11]=3[F:21])[CH:5]=2)[CH2:2][CH2:3]1. (5) Given the reactants Cl[C:2]1[N:7]=[C:6]([NH:8][CH2:9][CH:10]2[CH2:14][CH2:13][CH2:12][N:11]2[C:15]([O:17][C:18]([CH3:21])([CH3:20])[CH3:19])=[O:16])[C:5]([F:22])=[CH:4][N:3]=1.[CH3:23][N:24]1[CH2:29][CH2:28][N:27]([C:30]2[N:35]=[CH:34][C:33]([NH2:36])=[CH:32][CH:31]=2)[CH2:26][CH2:25]1.C(O)(C(F)(F)F)=O, predict the reaction product. The product is: [C:18]([O:17][C:15]([N:11]1[CH2:12][CH2:13][CH2:14][CH:10]1[CH2:9][NH:8][C:6]1[C:5]([F:22])=[CH:4][N:3]=[C:2]([NH:36][C:33]2[CH:34]=[N:35][C:30]([N:27]3[CH2:28][CH2:29][N:24]([CH3:23])[CH2:25][CH2:26]3)=[CH:31][CH:32]=2)[N:7]=1)=[O:16])([CH3:21])([CH3:20])[CH3:19].